Dataset: Forward reaction prediction with 1.9M reactions from USPTO patents (1976-2016). Task: Predict the product of the given reaction. Given the reactants [NH2:1][C:2]1[CH:3]=[C:4]([CH:8]=[C:9]([O:11][CH3:12])[CH:10]=1)[C:5]([OH:7])=[O:6].[OH-].[Na+].[C:15](O[C:15]([O:17][C:18]([CH3:21])([CH3:20])[CH3:19])=[O:16])([O:17][C:18]([CH3:21])([CH3:20])[CH3:19])=[O:16].OS([O-])(=O)=O.[K+], predict the reaction product. The product is: [C:18]([O:17][C:15]([NH:1][C:2]1[CH:3]=[C:4]([CH:8]=[C:9]([O:11][CH3:12])[CH:10]=1)[C:5]([OH:7])=[O:6])=[O:16])([CH3:21])([CH3:20])[CH3:19].